From a dataset of Peptide-MHC class I binding affinity with 185,985 pairs from IEDB/IMGT. Regression. Given a peptide amino acid sequence and an MHC pseudo amino acid sequence, predict their binding affinity value. This is MHC class I binding data. (1) The peptide sequence is KEISNMLNI. The MHC is HLA-B40:01 with pseudo-sequence HLA-B40:01. The binding affinity (normalized) is 0.515. (2) The peptide sequence is VEITPYKPTW. The MHC is HLA-A26:01 with pseudo-sequence HLA-A26:01. The binding affinity (normalized) is 0. (3) The peptide sequence is LLPIFFCLWV. The MHC is HLA-A02:01 with pseudo-sequence HLA-A02:01. The binding affinity (normalized) is 0.565. (4) The peptide sequence is MPRSIGGPV. The MHC is HLA-B07:02 with pseudo-sequence HLA-B07:02. The binding affinity (normalized) is 0.856. (5) The peptide sequence is TLVPQEHYVR. The MHC is HLA-A33:01 with pseudo-sequence HLA-A33:01. The binding affinity (normalized) is 0.302.